Task: Predict the product of the given reaction.. Dataset: Forward reaction prediction with 1.9M reactions from USPTO patents (1976-2016) The product is: [CH:12]([C:15]1[CH:20]=[CH:19][CH:18]=[CH:17][N+:16]=1[O-:9])([CH3:14])[CH3:13]. Given the reactants C1C=C(Cl)C=C(C(OO)=[O:9])C=1.[CH:12]([C:15]1[CH:20]=[CH:19][CH:18]=[CH:17][N:16]=1)([CH3:14])[CH3:13], predict the reaction product.